From a dataset of Full USPTO retrosynthesis dataset with 1.9M reactions from patents (1976-2016). Predict the reactants needed to synthesize the given product. Given the product [CH3:1][O:2][C:3]1[CH:8]=[C:7]([CH:6]=[CH:5][C:4]=1[CH3:12])[NH2:9], predict the reactants needed to synthesize it. The reactants are: [CH3:1][O:2][C:3]1[CH:8]=[C:7]([N+:9]([O-])=O)[CH:6]=[CH:5][C:4]=1[CH3:12].